From a dataset of Full USPTO retrosynthesis dataset with 1.9M reactions from patents (1976-2016). Predict the reactants needed to synthesize the given product. (1) Given the product [Cl:1][C:2]1[C:3]([C:34]2[C:42]3[C:37](=[CH:38][CH:39]=[CH:40][CH:41]=3)[NH:36][CH:35]=2)=[N:4][C:5]([NH:8][C:9]2[CH:10]=[C:11]([NH:15][S:16]([C:19]3[CH:24]=[CH:23][C:22]([NH:25][C:26](=[O:33])/[CH:27]=[CH:28]/[CH2:29][N:30]([CH3:32])[CH3:31])=[CH:21][CH:20]=3)(=[O:18])=[O:17])[CH:12]=[CH:13][CH:14]=2)=[N:6][CH:7]=1, predict the reactants needed to synthesize it. The reactants are: [Cl:1][C:2]1[C:3]([C:34]2[C:42]3[C:37](=[CH:38][CH:39]=[CH:40][CH:41]=3)[N:36](S(C3C=CC=CC=3)(=O)=O)[CH:35]=2)=[N:4][C:5]([NH:8][C:9]2[CH:10]=[C:11]([NH:15][S:16]([C:19]3[CH:24]=[CH:23][C:22]([NH:25][C:26](=[O:33])/[CH:27]=[CH:28]/[CH2:29][N:30]([CH3:32])[CH3:31])=[CH:21][CH:20]=3)(=[O:18])=[O:17])[CH:12]=[CH:13][CH:14]=2)=[N:6][CH:7]=1.[OH-].[Na+]. (2) Given the product [NH:1]1[C:9]2[C:4](=[CH:5][CH:6]=[CH:7][CH:8]=2)[CH:3]=[C:2]1[C:10]1[C:11]([O:32][CH3:33])=[CH:12][C:13]([O:30][CH3:31])=[C:14](/[CH:16]=[CH:17]/[C:18]([C:20]2[CH:21]=[CH:22][C:23]([S:26]([NH:29][C:34](=[O:38])[CH:35]([CH3:37])[CH3:36])(=[O:28])=[O:27])=[CH:24][CH:25]=2)=[O:19])[CH:15]=1, predict the reactants needed to synthesize it. The reactants are: [NH:1]1[C:9]2[C:4](=[CH:5][CH:6]=[CH:7][CH:8]=2)[CH:3]=[C:2]1[C:10]1[C:11]([O:32][CH3:33])=[CH:12][C:13]([O:30][CH3:31])=[C:14](/[CH:16]=[CH:17]/[C:18]([C:20]2[CH:25]=[CH:24][C:23]([S:26]([NH2:29])(=[O:28])=[O:27])=[CH:22][CH:21]=2)=[O:19])[CH:15]=1.[C:34](O[C:34](=[O:38])[CH:35]([CH3:37])[CH3:36])(=[O:38])[CH:35]([CH3:37])[CH3:36].C(N(CC)CC)C.CN(C)N1C=CC=CC1. (3) Given the product [N+:41]([C:37]1[CH:36]=[C:35]([C:33]2[CH:32]=[CH:31][N:30]=[C:29]([NH:13][CH2:12][CH2:11][C:5]3[CH:6]=[CH:7][C:8]([O:9][CH3:10])=[C:3]([O:2][CH3:1])[CH:4]=3)[N:34]=2)[CH:40]=[CH:39][CH:38]=1)([O-:43])=[O:42], predict the reactants needed to synthesize it. The reactants are: [CH3:1][O:2][C:3]1[CH:4]=[C:5]([CH2:11][CH2:12][NH2:13])[CH:6]=[CH:7][C:8]=1[O:9][CH3:10].C(N(C(C)C)C(C)C)C.C(O)CCC.Cl[C:29]1[N:34]=[C:33]([C:35]2[CH:40]=[CH:39][CH:38]=[C:37]([N+:41]([O-:43])=[O:42])[CH:36]=2)[CH:32]=[CH:31][N:30]=1. (4) Given the product [F:1][C:2]1[CH:3]=[CH:4][C:5]([O:11][CH2:12][C:13]([F:14])([F:15])[F:16])=[C:6]([CH:7]=1)[NH2:8], predict the reactants needed to synthesize it. The reactants are: [F:1][C:2]1[CH:3]=[CH:4][C:5]([O:11][CH2:12][C:13]([F:16])([F:15])[F:14])=[C:6]([N+:8]([O-])=O)[CH:7]=1. (5) Given the product [NH2:1][CH2:2][CH2:3][N:4]1[C:12]([C:13]2[CH:18]=[C:17]([CH3:23])[CH:16]=[CH:15][CH:14]=2)=[C:11]2[C:6]([N:7]([CH3:22])[C:8](=[O:21])[N:9]([CH3:20])[C:10]2=[O:19])=[CH:5]1, predict the reactants needed to synthesize it. The reactants are: [NH2:1][CH2:2][CH2:3][N:4]1[C:12]([C:13]2[CH:18]=[CH:17][CH:16]=[CH:15][CH:14]=2)=[C:11]2[C:6]([N:7]([CH3:22])[C:8](=[O:21])[N:9]([CH3:20])[C:10]2=[O:19])=[CH:5]1.[CH3:23]C1C=C(C=CC=1)C(Cl)=O. (6) Given the product [NH2:1][C:2]1[N:3]=[CH:4][C:5]2[S:10][C:9](=[O:11])[N:8]([C@@H:12]3[O:18][C@H:17]([CH2:19][O:20][Si:26]([C:29]([CH3:32])([CH3:31])[CH3:30])([CH3:28])[CH3:27])[C@@H:15]([OH:16])[C@H:13]3[OH:14])[C:6]=2[N:7]=1, predict the reactants needed to synthesize it. The reactants are: [NH2:1][C:2]1[N:3]=[CH:4][C:5]2[S:10][C:9](=[O:11])[N:8]([C@@H:12]3[O:18][C@H:17]([CH2:19][OH:20])[C@@H:15]([OH:16])[C@H:13]3[OH:14])[C:6]=2[N:7]=1.N1C=CN=C1.[Si:26](Cl)([C:29]([CH3:32])([CH3:31])[CH3:30])([CH3:28])[CH3:27]. (7) Given the product [CH2:5]([O:4][C:1](=[O:3])[CH2:2][C:30]1([OH:35])[C:29]2[N:25]([CH2:24][C:21]3[CH:20]=[CH:19][C:18]([Cl:17])=[CH:23][CH:22]=3)[C:26]([C:36]([CH3:38])([CH3:37])[CH3:39])=[N:27][C:28]=2[CH2:34][CH2:33][CH2:32][CH2:31]1)[CH3:6], predict the reactants needed to synthesize it. The reactants are: [C:1]([O:4][CH2:5][CH3:6])(=[O:3])[CH3:2].[Li+].C[Si]([N-][Si](C)(C)C)(C)C.[Cl:17][C:18]1[CH:23]=[CH:22][C:21]([CH2:24][N:25]2[C:29]3[C:30](=[O:35])[CH2:31][CH2:32][CH2:33][CH2:34][C:28]=3[N:27]=[C:26]2[C:36]([CH3:39])([CH3:38])[CH3:37])=[CH:20][CH:19]=1.[NH4+].[Cl-].